From a dataset of Full USPTO retrosynthesis dataset with 1.9M reactions from patents (1976-2016). Predict the reactants needed to synthesize the given product. (1) Given the product [F:39][C:36]1[CH:35]=[CH:34][C:33]([N:14]2[C:15]3([CH2:18][CH2:19][NH:20][CH2:21][CH2:22]3)[C:16](=[O:17])[N:12]([CH2:11][C:10]3[CH:9]=[C:8]([CH:42]=[CH:41][CH:40]=3)[C:6]([O:5][C:1]([CH3:2])([CH3:3])[CH3:4])=[O:7])[CH2:13]2)=[CH:38][CH:37]=1, predict the reactants needed to synthesize it. The reactants are: [C:1]([O:5][C:6]([C:8]1[CH:9]=[C:10]([CH:40]=[CH:41][CH:42]=1)[CH2:11][N:12]1[C:16](=[O:17])[C:15]2([CH2:22][CH2:21][N:20](C(OCC3C=CC=CC=3)=O)[CH2:19][CH2:18]2)[N:14]([C:33]2[CH:38]=[CH:37][C:36]([F:39])=[CH:35][CH:34]=2)[CH2:13]1)=[O:7])([CH3:4])([CH3:3])[CH3:2]. (2) Given the product [CH2:1]([O:3][C:4]([CH:6]1[CH2:11][CH2:10][N:9]([C:13]2[CH:18]=[CH:17][C:16]([O:19][CH3:20])=[CH:15][N:14]=2)[CH2:8][CH2:7]1)=[O:5])[CH3:2], predict the reactants needed to synthesize it. The reactants are: [CH2:1]([O:3][C:4]([CH:6]1[CH2:11][CH2:10][NH:9][CH2:8][CH2:7]1)=[O:5])[CH3:2].Cl[C:13]1[CH:18]=[CH:17][C:16]([O:19][CH3:20])=[CH:15][N:14]=1.C1C=CC(P(C2C(C3C(P(C4C=CC=CC=4)C4C=CC=CC=4)=CC=C4C=3C=CC=C4)=C3C(C=CC=C3)=CC=2)C2C=CC=CC=2)=CC=1.C(O[K])(C)(C)C. (3) Given the product [C:16]([O:19][CH:20]1[CH2:31][CH2:30][CH2:29][CH2:28][CH2:27][CH2:26][CH:25]([OH:32])[CH:24]=[CH:23][CH2:22][CH2:21]1)(=[O:18])[CH3:17], predict the reactants needed to synthesize it. The reactants are: C1(O)CCCCCCCCCCCC=C1.[C:16]([O:19][CH:20]1[CH2:31][CH2:30][CH2:29][CH2:28][CH2:27][CH2:26][CH:25]([O:32][Si](CC)(CC)CC)[CH:24]=[CH:23][CH2:22][CH2:21]1)(=[O:18])[CH3:17].[N+](CCCC)(CCCC)(CCCC)CCCC.[F-]. (4) Given the product [CH3:13][C:9]1[CH:8]=[C:7]([C:5]2[N:6]=[C:2]([NH:1][C:35](=[O:36])[CH2:34][C:28]3[CH:33]=[CH:32][CH:31]=[CH:30][CH:29]=3)[S:3][C:4]=2[C:14]2[CH:19]=[CH:18][N:17]=[C:16]([NH:20][C:21](=[O:22])[CH2:5][C:7]3[CH:12]=[CH:11][CH:10]=[CH:9][CH:8]=3)[N:15]=2)[CH:12]=[CH:11][CH:10]=1, predict the reactants needed to synthesize it. The reactants are: [NH2:1][C:2]1[S:3][C:4]([C:14]2[CH:19]=[CH:18][N:17]=[C:16]([NH:20][C:21](=O)[O:22]C(C)(C)C)[N:15]=2)=[C:5]([C:7]2[CH:12]=[CH:11][CH:10]=[C:9]([CH3:13])[CH:8]=2)[N:6]=1.[C:28]1([CH2:34][C:35](Cl)=[O:36])[CH:33]=[CH:32][CH:31]=[CH:30][CH:29]=1.C(=O)([O-])O.[Na+]. (5) The reactants are: C(O[C:4]([C:6]1[N:7]=[C:8]([C:11]([N:13]2[CH2:17][CH:16]=[CH:15][CH2:14]2)=[O:12])[NH:9][CH:10]=1)=[O:5])C.[F:18][C:19]1[C:24]([F:25])=[CH:23][CH:22]=[CH:21][C:20]=1[CH2:26]C(O)=O. Given the product [F:18][C:19]1[C:24]([F:25])=[CH:23][CH:22]=[CH:21][C:20]=1[CH2:26][C:4]([C:6]1[N:7]=[C:8]([C:11]([N:13]2[CH2:14][CH:15]=[CH:16][CH2:17]2)=[O:12])[NH:9][CH:10]=1)=[O:5], predict the reactants needed to synthesize it. (6) Given the product [C:1]([O:5][C:6](=[O:25])[NH:7][C:8]1[CH:13]=[C:12]([N:14]2[CH2:17][CH2:16][CH2:15]2)[C:11]([C:18]([F:20])([F:21])[F:19])=[CH:10][C:9]=1[NH2:22])([CH3:4])([CH3:2])[CH3:3], predict the reactants needed to synthesize it. The reactants are: [C:1]([O:5][C:6](=[O:25])[NH:7][C:8]1[CH:13]=[C:12]([N:14]2[CH2:17][CH2:16][CH2:15]2)[C:11]([C:18]([F:21])([F:20])[F:19])=[CH:10][C:9]=1[N+:22]([O-])=O)([CH3:4])([CH3:3])[CH3:2].